This data is from Catalyst prediction with 721,799 reactions and 888 catalyst types from USPTO. The task is: Predict which catalyst facilitates the given reaction. (1) Reactant: [CH3:1][C:2]([O:5][C:6]([N:8]1[CH2:11][C:10]2([CH2:14][NH:13][CH2:12]2)[CH2:9]1)=[O:7])([CH3:4])[CH3:3].[CH3:15][C:16]([O:19]C(N1CC2(CNC2)C1)=O)(C)C.C(O)(C(O)=O)=O.BrCCO.C([O-])([O-])=O.[K+].[K+]. Product: [C:2]([O:5][C:6]([N:8]1[CH2:11][C:10]2([CH2:12][N:13]([CH2:15][CH2:16][OH:19])[CH2:14]2)[CH2:9]1)=[O:7])([CH3:1])([CH3:3])[CH3:4]. The catalyst class is: 10. (2) Reactant: [CH3:1][N:2]([CH3:18])[C:3]1[N:4]=[CH:5][C:6]2[N:11]=[C:10]([N:12]=[C:13](SC)SC)[S:9][C:7]=2[N:8]=1.Cl.Cl.[NH2:21][CH2:22][C@@:23]1([OH:31])[CH:28]2[CH2:29][CH2:30][N:25]([CH2:26][CH2:27]2)[CH2:24]1.C(=O)([O-])[O-].[Cs+].[Cs+].O. Product: [CH3:1][N:2]([CH3:18])[C:3]1[N:4]=[CH:5][C:6]2[N:11]=[C:10]([NH:12][C:13]3[O:31][C@:23]4([CH2:22][N:21]=3)[CH:28]3[CH2:29][CH2:30][N:25]([CH2:26][CH2:27]3)[CH2:24]4)[S:9][C:7]=2[N:8]=1. The catalyst class is: 3. (3) The catalyst class is: 152. Reactant: [C:1]([O-:4])(=[O:3])[CH3:2].[K+].[CH3:6][C:7]1[C:12]([CH3:13])=[C:11]([N+]([O-])=O)[CH:10]=[CH:9][N:8]=1.CCOCC. Product: [C:1]([O:4][C:11]1[CH:10]=[CH:9][N:8]=[C:7]([CH3:6])[C:12]=1[CH3:13])(=[O:3])[CH3:2]. (4) Reactant: [CH3:1][C:2]1[CH:7]=[CH:6][N:5]=[CH:4][C:3]=1[N:8]1[CH2:12][CH2:11][NH:10][C:9]1=[O:13].Br[C:15]1[CH:16]=[N:17][CH:18]=[C:19]([O:21][CH3:22])[CH:20]=1.N[C@@H]1CCCC[C@H]1N.C(=O)([O-])[O-].[K+].[K+]. Product: [CH3:22][O:21][C:19]1[CH:20]=[C:15]([N:10]2[CH2:11][CH2:12][N:8]([C:3]3[CH:4]=[N:5][CH:6]=[CH:7][C:2]=3[CH3:1])[C:9]2=[O:13])[CH:16]=[N:17][CH:18]=1. The catalyst class is: 246. (5) Reactant: [C:1]([C:9]1[CH:14]=[CH:13][CH:12]=[CH:11][CH:10]=1)(=O)[C:2]1[CH:7]=[CH:6][CH:5]=[CH:4][CH:3]=1.[Br:15][C:16]1[CH:22]=[CH:21][C:19]([NH2:20])=[CH:18][CH:17]=1. Product: [C:2]1([C:1]([C:9]2[CH:14]=[CH:13][CH:12]=[CH:11][CH:10]=2)=[N:20][C:19]2[CH:21]=[CH:22][C:16]([Br:15])=[CH:17][CH:18]=2)[CH:7]=[CH:6][CH:5]=[CH:4][CH:3]=1. The catalyst class is: 11.